Dataset: Full USPTO retrosynthesis dataset with 1.9M reactions from patents (1976-2016). Task: Predict the reactants needed to synthesize the given product. (1) Given the product [CH2:1]([O:3][C:4]([C:6]1[N:7]([CH3:21])[N:8]=[C:9]([C:12]2[CH:13]=[CH:14][C:15]([Cl:18])=[CH:16][CH:17]=2)[C:10]=1[CH3:11])=[O:5])[CH3:2].[CH2:1]([O:3][C:4]([C:6]1[C:10]([CH3:11])=[C:9]([C:12]2[CH:13]=[CH:14][C:15]([Cl:18])=[CH:16][CH:17]=2)[N:8]([CH3:21])[N:7]=1)=[O:5])[CH3:2], predict the reactants needed to synthesize it. The reactants are: [CH2:1]([O:3][C:4]([C:6]1[C:10]([CH3:11])=[C:9]([C:12]2[CH:17]=[CH:16][C:15]([Cl:18])=[CH:14][CH:13]=2)[NH:8][N:7]=1)=[O:5])[CH3:2].[OH-].[K+].[CH3:21]I. (2) Given the product [Br:1][C:2]1[CH:3]=[C:4]([S:14][CH3:13])[C:5]2[N:6]([C:8]([I:11])=[CH:9][N:10]=2)[N:7]=1, predict the reactants needed to synthesize it. The reactants are: [Br:1][C:2]1[CH:3]=[C:4](Br)[C:5]2[N:6]([C:8]([I:11])=[CH:9][N:10]=2)[N:7]=1.[CH3:13][S-:14].[Na+].O. (3) Given the product [C:30]([O:29][CH2:28][C@@H:15]1[CH2:14][CH2:13][C@@H:12]([C:10](=[O:11])[NH:9][CH2:8][C:3]2[C:2]([Cl:1])=[N:7][CH:6]=[CH:5][N:4]=2)[CH2:17][N:16]1[C:18]([O:20][CH2:21][C:22]1[CH:23]=[CH:24][CH:25]=[CH:26][CH:27]=1)=[O:19])(=[O:32])[CH3:31], predict the reactants needed to synthesize it. The reactants are: [Cl:1][C:2]1[C:3]([CH2:8][NH:9][C:10]([C@H:12]2[CH2:17][N:16]([C:18]([O:20][CH2:21][C:22]3[CH:27]=[CH:26][CH:25]=[CH:24][CH:23]=3)=[O:19])[C@H:15]([CH2:28][OH:29])[CH2:14][CH2:13]2)=[O:11])=[N:4][CH:5]=[CH:6][N:7]=1.[C:30](Cl)(=[O:32])[CH3:31].N1C=CC=CC=1.[NH4+].[Cl-].